This data is from Forward reaction prediction with 1.9M reactions from USPTO patents (1976-2016). The task is: Predict the product of the given reaction. (1) The product is: [CH3:1][C:2]1[CH:6]=[C:5]([CH2:7][N:8]2[CH2:9][CH2:10][N:11]([C:17]([O:18][N:19]3[C:23](=[O:24])[CH2:22][CH2:21][C:20]3=[O:25])=[O:26])[CH2:12][CH2:13]2)[N:4]([CH:14]([CH3:16])[CH3:15])[N:3]=1. Given the reactants [CH3:1][C:2]1[CH:6]=[C:5]([CH2:7][N:8]2[CH2:13][CH2:12][NH:11][CH2:10][CH2:9]2)[N:4]([CH:14]([CH3:16])[CH3:15])[N:3]=1.[C:17](=O)([O:26]N1C(=O)CCC1=O)[O:18][N:19]1[C:23](=[O:24])[CH2:22][CH2:21][C:20]1=[O:25].C(N(CC)CC)C, predict the reaction product. (2) Given the reactants [NH2:1][CH2:2][CH2:3][CH:4]1[C:8]2[C:9]3[N:10]([N:13]=[CH:14][C:15]=3[C:16](OCC)=O)[CH:11]=[CH:12][C:7]=2[CH2:6][CH2:5]1.C1(C)C=CC=CC=1.[H-].C([Al+]CC(C)C)C(C)C.O.O.O.O.O.O.O.O.O.O.S([O-])([O-])(=O)=O.[Na+].[Na+].C(N(CC)CC)C.[C:62](OC(=O)C)(=[O:64])[CH3:63], predict the reaction product. The product is: [CH3:16][C:15]1[CH:14]=[N:13][N:10]2[CH:11]=[CH:12][C:7]3[CH2:6][CH2:5][CH:4]([CH2:3][CH2:2][NH:1][C:62](=[O:64])[CH3:63])[C:8]=3[C:9]=12.